Dataset: Catalyst prediction with 721,799 reactions and 888 catalyst types from USPTO. Task: Predict which catalyst facilitates the given reaction. (1) Reactant: [CH3:1][CH2:2][O:3][C:4]1[CH:5]=[CH:6][CH:7]=[CH:8][C:9]=1[O:10][C@H:11]([C@H:18]1[O:23][CH2:22][CH2:21][NH:20][CH2:19]1)[C:12]1[CH:13]=[CH:14][CH:15]=[CH:16][CH:17]=1.C([O-])(=O)C(C1C=CC=CC=1)O.[OH-].[Na+].CCOC1C=CC=CC=1OC(C1OCCNC1)C1C=CC=CC=1.[C:60]([OH:67])(=[O:66])[CH2:61][CH2:62][C:63]([OH:65])=[O:64]. Product: [CH3:1][CH2:2][O:3][C:4]1[C:9]([O:10][C@@H:11]([C:12]2[CH:13]=[CH:14][CH:15]=[CH:16][CH:17]=2)[C@H:18]2[O:23][CH2:22][CH2:21][NH:20][CH2:19]2)=[CH:8][CH:7]=[CH:6][CH:5]=1.[CH2:61]([C:60]([OH:67])=[O:66])[CH2:62][C:63]([OH:65])=[O:64]. The catalyst class is: 412. (2) Reactant: [F-:1].[K+].Cl[C:4]1[C:13]2[C:8](=[C:9]([C:15]([NH:17][CH2:18][CH2:19][N:20]([CH2:23][CH3:24])[CH2:21][CH3:22])=[O:16])[CH:10]=[C:11]([I:14])[CH:12]=2)[N:7]=[CH:6][CH:5]=1. Product: [CH2:21]([N:20]([CH2:23][CH3:24])[CH2:19][CH2:18][NH:17][C:15]([C:9]1[CH:10]=[C:11]([I:14])[CH:12]=[C:13]2[C:8]=1[N:7]=[CH:6][CH:5]=[C:4]2[F:1])=[O:16])[CH3:22]. The catalyst class is: 16. (3) The catalyst class is: 4. Product: [CH3:21][C:15]1[CH:16]=[CH:17][C:18]([CH3:20])=[CH:19][C:14]=1[O:13][C:6]1[CH:5]=[CH:4][C:3]([C:1]#[N:2])=[CH:8][C:7]=1[S:9]([N:22]1[CH2:27][CH2:26][NH:25][CH2:24][CH2:23]1)(=[O:11])=[O:10]. Reactant: [C:1]([C:3]1[CH:4]=[CH:5][C:6]([O:13][C:14]2[CH:19]=[C:18]([CH3:20])[CH:17]=[CH:16][C:15]=2[CH3:21])=[C:7]([S:9](Cl)(=[O:11])=[O:10])[CH:8]=1)#[N:2].[NH:22]1[CH2:27][CH2:26][NH:25][CH2:24][CH2:23]1.CCOC(C)=O.O. (4) Reactant: [N:1]1([C:13]([O:15][C:16]([CH3:19])([CH3:18])[CH3:17])=[O:14])[CH2:6][CH:5]=[C:4]([C:7]2[CH:12]=[CH:11][N:10]=[CH:9][CH:8]=2)[CH2:3][CH2:2]1.[H][H]. Product: [N:10]1[CH:11]=[CH:12][C:7]([CH:4]2[CH2:5][CH2:6][N:1]([C:13]([O:15][C:16]([CH3:19])([CH3:18])[CH3:17])=[O:14])[CH2:2][CH2:3]2)=[CH:8][CH:9]=1. The catalyst class is: 19. (5) Reactant: [Cl:1][C:2]1[CH:3]=[C:4]([CH:8]=[C:9]([CH3:11])[N:10]=1)[C:5]([NH2:7])=O.COC(OC)[N:15]([CH3:17])C.C(O)(=O)C.[NH2:24]N. Product: [Cl:1][C:2]1[CH:3]=[C:4]([C:5]2[N:15]=[CH:17][NH:24][N:7]=2)[CH:8]=[C:9]([CH3:11])[N:10]=1. The catalyst class is: 640. (6) Reactant: C(OC(=O)[NH:7][C:8]1[CH:9]=[N:10][C:11]([CH:14]([CH3:16])[CH3:15])=[CH:12][CH:13]=1)(C)(C)C.Cl.O1CCOCC1. The catalyst class is: 27. Product: [CH:14]([C:11]1[N:10]=[CH:9][C:8]([NH2:7])=[CH:13][CH:12]=1)([CH3:16])[CH3:15]. (7) Reactant: [CH3:1][O:2][C:3](=[O:12])[C:4]1[CH:9]=[CH:8][CH:7]=[C:6]([C:10]#[N:11])[CH:5]=1.[C:13]([O:17][C:18](O[C:18]([O:17][C:13]([CH3:16])([CH3:15])[CH3:14])=[O:19])=[O:19])([CH3:16])([CH3:15])[CH3:14].[H][H]. Product: [CH3:1][O:2][C:3](=[O:12])[C:4]1[CH:9]=[CH:8][CH:7]=[C:6]([CH2:10][NH:11][C:18]([O:17][C:13]([CH3:16])([CH3:15])[CH3:14])=[O:19])[CH:5]=1. The catalyst class is: 78. (8) Reactant: ClC1C(=O)C(C#N)=C(C#N)C(=O)C=1Cl.[OH:15][CH:16]([C:30]1[CH:35]=[CH:34][C:33]([OH:36])=[C:32]([O:37][CH3:38])[CH:31]=1)[CH2:17][N:18]([CH3:29])[C:19](=[O:28])/[CH:20]=[CH:21]/[C:22]1[CH:23]=[N:24][CH:25]=[CH:26][CH:27]=1. Product: [CH3:29][N:18]([CH2:17][C:16]([C:30]1[CH:35]=[CH:34][C:33]([OH:36])=[C:32]([O:37][CH3:38])[CH:31]=1)=[O:15])[C:19](=[O:28])/[CH:20]=[CH:21]/[C:22]1[CH:23]=[N:24][CH:25]=[CH:26][CH:27]=1. The catalyst class is: 12.